Dataset: Forward reaction prediction with 1.9M reactions from USPTO patents (1976-2016). Task: Predict the product of the given reaction. (1) The product is: [F:1][C:2]1[CH:10]=[CH:9][C:8]([CH2:11][C:12]2[C:21]3[C:16](=[CH:17][CH:18]=[CH:19][CH:20]=3)[C:15](=[O:22])[NH:14][N:13]=2)=[CH:7][C:3]=1[C:4]([N:23]1[CH2:33][CH2:32][CH:26]([C:27]([OH:29])=[O:28])[CH2:25][CH2:24]1)=[O:5]. Given the reactants [F:1][C:2]1[CH:10]=[CH:9][C:8]([CH2:11][C:12]2[C:21]3[C:16](=[CH:17][CH:18]=[CH:19][CH:20]=3)[C:15](=[O:22])[NH:14][N:13]=2)=[CH:7][C:3]=1[C:4](O)=[O:5].[NH:23]1[CH2:33][CH2:32][CH:26]([C:27]([O:29]CC)=[O:28])[CH2:25][CH2:24]1.F[P-](F)(F)(F)(F)F.N1(OC(N(C)C)=[N+](C)C)C2C=CC=CC=2N=N1.C(N(CC)C(C)C)(C)C, predict the reaction product. (2) Given the reactants S(Cl)([Cl:3])=O.[N:5]1([C:10]2[CH:11]=[C:12]([CH2:16]O)[CH:13]=[CH:14][CH:15]=2)[CH:9]=[CH:8][N:7]=[CH:6]1, predict the reaction product. The product is: [Cl:3][CH2:16][C:12]1[CH:11]=[C:10]([N:5]2[CH:9]=[CH:8][N:7]=[CH:6]2)[CH:15]=[CH:14][CH:13]=1. (3) Given the reactants [C:1]([C:3]1[C:11]2[C:6](=[CH:7][CH:8]=[CH:9][CH:10]=2)[N:5]([CH3:12])[C:4]=1[C:13]1[CH:14]=[C:15]([N:19](S(CC)(=O)=O)[S:20]([CH2:23][CH3:24])(=[O:22])=[O:21])[CH:16]=[N:17][CH:18]=1)#[N:2], predict the reaction product. The product is: [C:1]([C:3]1[C:11]2[C:6](=[CH:7][CH:8]=[CH:9][CH:10]=2)[N:5]([CH3:12])[C:4]=1[C:13]1[CH:14]=[C:15]([NH:19][S:20]([CH2:23][CH3:24])(=[O:21])=[O:22])[CH:16]=[N:17][CH:18]=1)#[N:2]. (4) The product is: [CH2:1]([C:3]1[CH:4]=[CH:5][C:6]([CH:9]2[CH2:10][CH:11]([C:23]3[O:24][N:29]=[C:28]([C:30]4[CH:35]=[CH:34][CH:33]=[C:32]([CH3:36])[N:31]=4)[N:27]=3)[CH2:12][N:13]([C:15]([N:17]3[CH2:22][CH2:21][O:20][CH2:19][CH2:18]3)=[O:16])[CH2:14]2)=[CH:7][CH:8]=1)[CH3:2]. Given the reactants [CH2:1]([C:3]1[CH:8]=[CH:7][C:6]([CH:9]2[CH2:14][N:13]([C:15]([N:17]3[CH2:22][CH2:21][O:20][CH2:19][CH2:18]3)=[O:16])[CH2:12][CH:11]([C:23](O)=[O:24])[CH2:10]2)=[CH:5][CH:4]=1)[CH3:2].O[NH:27][C:28]([C:30]1[CH:35]=[CH:34][CH:33]=[C:32]([CH3:36])[N:31]=1)=[NH:29], predict the reaction product. (5) Given the reactants [CH3:1][O:2][C:3]1[CH:4]=[C:5]([CH:21]=[CH:22][C:23]=1[O:24][CH3:25])[CH2:6][CH:7]1[C:16]2[C:11](=[CH:12][C:13]([O:19][CH3:20])=[C:14]([O:17][CH3:18])[CH:15]=2)[CH2:10][CH2:9][NH:8]1.Br[CH2:27][C:28](Br)=[O:29].[CH3:31][O:32][C:33]1[CH:40]=[C:39]([O:41][CH3:42])[CH:38]=[CH:37][C:34]=1[CH2:35][NH2:36], predict the reaction product. The product is: [CH3:1][O:2][C:3]1[CH:4]=[C:5]([CH:21]=[CH:22][C:23]=1[O:24][CH3:25])[CH2:6][CH:7]1[C:16]2[C:11](=[CH:12][C:13]([O:19][CH3:20])=[C:14]([O:17][CH3:18])[CH:15]=2)[CH2:10][CH2:9][N:8]1[CH2:27][C:28]([NH:36][CH2:35][C:34]1[CH:37]=[CH:38][C:39]([O:41][CH3:42])=[CH:40][C:33]=1[O:32][CH3:31])=[O:29]. (6) Given the reactants FC(F)(F)C(OC(=O)C(F)(F)F)=O.[CH3:14][O:15][CH2:16][CH:17]([OH:30])[CH2:18][C:19]1[N:23]([C:24]2[CH:29]=[CH:28][CH:27]=[CH:26][CH:25]=2)[N:22]=[CH:21][CH:20]=1.C(=O)([O-])[O-].[Na+].[Na+], predict the reaction product. The product is: [CH3:14][O:15][CH2:16][C:17](=[O:30])[CH2:18][C:19]1[N:23]([C:24]2[CH:25]=[CH:26][CH:27]=[CH:28][CH:29]=2)[N:22]=[CH:21][CH:20]=1. (7) The product is: [N:1]1([CH2:10][CH2:11][N:12]2[CH2:17][CH2:16][O:15][C@H:14]([CH2:18][O:19][C:20]3[CH:27]=[CH:22][CH:23]=[CH:24][CH:25]=3)[CH2:13]2)[C:9]2[C:4](=[CH:5][CH:6]=[CH:7][CH:8]=2)[CH2:3][CH2:2]1. Given the reactants [N:1]1([C:10](=O)[CH2:11][N:12]2[CH2:17][CH2:16][O:15][C@@H:14]([CH2:18][O:19][C:20]3[CH:25]=[CH:24][CH:23]=[CH:22]N=3)[CH2:13]2)[C:9]2[C:4](=[CH:5][CH:6]=[CH:7][CH:8]=2)[CH2:3][CH2:2]1.[C:27]1(O)C=CC=CC=1.C1(P(C2C=CC=CC=2)C2C=CC=CC=2)C=CC=CC=1.CCOC(/N=N/C(OCC)=O)=O, predict the reaction product. (8) The product is: [CH3:1][O:2][CH2:3][CH2:4][O:5][CH2:6][CH2:7][O:8][CH2:9][CH2:10][O:11][CH2:12][CH2:13][CH2:14][NH:15][C:16]1[C:17]([C:53]([NH:55][C@@H:56]([C:57]([OH:59])=[O:58])[CH2:67][OH:68])=[O:54])=[N:18][C:19]([NH:38][CH2:39][CH2:40][CH2:41][O:42][CH2:43][CH2:44][O:45][CH2:46][CH2:47][O:48][CH2:49][CH2:50][O:51][CH3:52])=[C:20]([C:22]([NH:24][C@@H:25]([C:26]([OH:35])=[O:27])[CH2:36][OH:37])=[O:23])[N:21]=1. Given the reactants [CH3:1][O:2][CH2:3][CH2:4][O:5][CH2:6][CH2:7][O:8][CH2:9][CH2:10][O:11][CH2:12][CH2:13][CH2:14][NH:15][C:16]1[C:17]([C:53]([NH:55][C@H:56]([CH2:67][OH:68])[C:57]([O:59]CC2C=CC=CC=2)=[O:58])=[O:54])=[N:18][C:19]([NH:38][CH2:39][CH2:40][CH2:41][O:42][CH2:43][CH2:44][O:45][CH2:46][CH2:47][O:48][CH2:49][CH2:50][O:51][CH3:52])=[C:20]([C:22]([NH:24][C@H:25]([CH2:36][OH:37])[C:26](=[O:35])[O:27]CC2C=CC=CC=2)=[O:23])[N:21]=1, predict the reaction product. (9) Given the reactants C([O:4][C:5]1[CH:16]=[CH:15][C:8]2[CH:9]=[C:10]([C:12](=[O:14])[CH3:13])[O:11][C:7]=2[CH:6]=1)(=O)C.C(NC(C)C)(C)C.[Li].[C:25](Cl)(=[O:34])[CH:26]=[CH:27][C:28]1[CH:33]=[CH:32][CH:31]=[CH:30][CH:29]=1.Cl, predict the reaction product. The product is: [OH:4][C:5]1[CH:16]=[CH:15][C:8]2[CH:9]=[C:10]([C:12](=[O:14])[CH2:13][C:25](=[O:34])/[CH:26]=[CH:27]/[C:28]3[CH:33]=[CH:32][CH:31]=[CH:30][CH:29]=3)[O:11][C:7]=2[CH:6]=1.